From a dataset of Catalyst prediction with 721,799 reactions and 888 catalyst types from USPTO. Predict which catalyst facilitates the given reaction. Reactant: [CH3:1][C:2]1[CH:7]=[CH:6][C:5]([NH2:8])=[CH:4][C:3]=1[NH:9][C:10]1[N:15]=[C:14]([C:16]2[CH:21]=[N:20][CH:19]=[CH:18][N:17]=2)[CH:13]=[CH:12][N:11]=1.[CH2:22]([N:24]([CH2:34][CH3:35])[C:25]1[CH:26]=[C:27]([CH:31]=[CH:32][CH:33]=1)[C:28](O)=[O:29])[CH3:23].Cl.F[P-](F)(F)(F)(F)F.N1(O[P+](N(C)C)(N(C)C)N(C)C)C2C=CC=CC=2N=N1.CCN(C(C)C)C(C)C. Product: [CH2:34]([N:24]([CH2:22][CH3:23])[C:25]1[CH:26]=[C:27]([CH:31]=[CH:32][CH:33]=1)[C:28]([NH:8][C:5]1[CH:6]=[CH:7][C:2]([CH3:1])=[C:3]([NH:9][C:10]2[N:15]=[C:14]([C:16]3[CH:21]=[N:20][CH:19]=[CH:18][N:17]=3)[CH:13]=[CH:12][N:11]=2)[CH:4]=1)=[O:29])[CH3:35]. The catalyst class is: 18.